From a dataset of Full USPTO retrosynthesis dataset with 1.9M reactions from patents (1976-2016). Predict the reactants needed to synthesize the given product. Given the product [F:19][C:20]1[CH:21]=[C:22]([CH:25]=[C:26]([F:28])[CH:27]=1)[CH2:23][N:10]1[C:11](=[O:15])[C:12]([I:14])=[CH:13][NH:8][C:9]1=[O:16], predict the reactants needed to synthesize it. The reactants are: C(OC([N:8]1[CH:13]=[C:12]([I:14])[C:11](=[O:15])[NH:10][C:9]1=[O:16])=O)(C)(C)C.[H-].[Na+].[F:19][C:20]1[CH:21]=[C:22]([CH:25]=[C:26]([F:28])[CH:27]=1)[CH2:23]Br.C(=O)([O-])[O-].[K+].[K+].